This data is from Merck oncology drug combination screen with 23,052 pairs across 39 cell lines. The task is: Regression. Given two drug SMILES strings and cell line genomic features, predict the synergy score measuring deviation from expected non-interaction effect. (1) Drug 1: C#Cc1cccc(Nc2ncnc3cc(OCCOC)c(OCCOC)cc23)c1. Drug 2: CC1(c2nc3c(C(N)=O)cccc3[nH]2)CCCN1. Cell line: OCUBM. Synergy scores: synergy=12.0. (2) Drug 1: Cn1c(=O)n(-c2ccc(C(C)(C)C#N)cc2)c2c3cc(-c4cnc5ccccc5c4)ccc3ncc21. Drug 2: CNC(=O)c1cc(Oc2ccc(NC(=O)Nc3ccc(Cl)c(C(F)(F)F)c3)cc2)ccn1. Cell line: SW620. Synergy scores: synergy=7.15. (3) Drug 1: CC(C)CC(NC(=O)C(Cc1ccccc1)NC(=O)c1cnccn1)B(O)O. Drug 2: CCc1c2c(nc3ccc(O)cc13)-c1cc3c(c(=O)n1C2)COC(=O)C3(O)CC. Cell line: A2058. Synergy scores: synergy=28.1.